From a dataset of Cav3 T-type calcium channel HTS with 100,875 compounds. Binary Classification. Given a drug SMILES string, predict its activity (active/inactive) in a high-throughput screening assay against a specified biological target. (1) The drug is S(c1nc(ncc1C(O)=O)c1ccccc1)c1ccccc1. The result is 0 (inactive). (2) The drug is s1c(N2N=C(/C(=C(/NCc3occc3)C)C2=O)C(F)(F)F)nc2c1cccc2. The result is 0 (inactive). (3) The molecule is s1c(NC2=NCCC2)nc2c1cc(OC)cc2. The result is 0 (inactive). (4) The molecule is O=C(NC1C(C(CCC1)C)C)COC(=O)c1c(NC(=O)c2occc2)cccc1. The result is 0 (inactive). (5) The molecule is S(CC(=O)N1CCN(CC1)c1ccccc1)c1n(CCCC)c(=O)c2sccc2n1. The result is 0 (inactive). (6) The compound is S1(=O)(=O)NC(c2c(cccc2)C)C(=N1)N. The result is 0 (inactive). (7) The compound is O=C1c2n(c3c(c2CCC1)ccc(OC)c3)CC. The result is 0 (inactive). (8) The molecule is Clc1c(c2cc3c(oc2=O)cccc3)ccc(NC(=O)c2cccnc2)c1. The result is 0 (inactive). (9) The drug is O=C1C2(CN3CC1(CN(C2)C3c1cccnc1)C)C. The result is 0 (inactive).